From a dataset of Reaction yield outcomes from USPTO patents with 853,638 reactions. Predict the reaction yield, written as a fraction of the theoretical maximum amount of product (1.0 means a 100% yield; for example, 0.34 means a 34% yield). (1) The reactants are [F:1][C:2]1[CH:9]=[CH:8][C:7]([I:10])=[CH:6][C:3]=1[CH:4]=[O:5].O1CCCC1.[BH4-].[Na+]. The catalyst is CO. The product is [F:1][C:2]1[CH:9]=[CH:8][C:7]([I:10])=[CH:6][C:3]=1[CH2:4][OH:5]. The yield is 0.880. (2) The reactants are [O:1]1[C:6]2[CH:7]=[CH:8][CH:9]=[C:10]([O:11][C:12]([N:14]3[CH2:18][C@H:17]([SH:19])[CH2:16][C@H:15]3[CH2:20][O:21][CH2:22][C:23]3[CH:28]=[C:27]([F:29])[C:26]([F:30])=[CH:25][C:24]=3[F:31])=[O:13])[C:5]=2[O:4][CH2:3][CH2:2]1.[C:32](Cl)(=[O:34])[CH3:33]. The catalyst is N1C=CC=CC=1. The product is [O:1]1[C:6]2[CH:7]=[CH:8][CH:9]=[C:10]([O:11][C:12]([N:14]3[CH2:18][C@H:17]([S:19][C:32](=[O:34])[CH3:33])[CH2:16][C@H:15]3[CH2:20][O:21][CH2:22][C:23]3[CH:28]=[C:27]([F:29])[C:26]([F:30])=[CH:25][C:24]=3[F:31])=[O:13])[C:5]=2[O:4][CH2:3][CH2:2]1. The yield is 0.910.